The task is: Predict the reaction yield, written as a fraction of the theoretical maximum amount of product (1.0 means a 100% yield; for example, 0.34 means a 34% yield).. This data is from Reaction yield outcomes from USPTO patents with 853,638 reactions. The reactants are [CH3:1][O:2][CH:3]([C:7]1[CH:12]=[CH:11][C:10]([C:13]2[CH:14]=[N:15][N:16]([C:18]([C:35]3[CH:40]=[CH:39][C:38]([O:41][CH3:42])=[CH:37][CH:36]=3)([C:27]3[CH:32]=[CH:31][C:30]([O:33][CH3:34])=[CH:29][CH:28]=3)[C:19]3[CH:24]=[CH:23][C:22]([O:25][CH3:26])=[CH:21][CH:20]=3)[CH:17]=2)=[CH:9][CH:8]=1)[C:4]([O-])=[O:5].[K+].C(N(C(C)C)CC)(C)C.COCCN(S(F)(F)F)CCOC.Cl.[CH3:67][NH:68][O:69][CH3:70]. The catalyst is CN(C=O)C.O. The product is [CH3:70][O:69][N:68]([CH3:67])[C:4](=[O:5])[CH:3]([O:2][CH3:1])[C:7]1[CH:8]=[CH:9][C:10]([C:13]2[CH:14]=[N:15][N:16]([C:18]([C:19]3[CH:20]=[CH:21][C:22]([O:25][CH3:26])=[CH:23][CH:24]=3)([C:27]3[CH:28]=[CH:29][C:30]([O:33][CH3:34])=[CH:31][CH:32]=3)[C:35]3[CH:40]=[CH:39][C:38]([O:41][CH3:42])=[CH:37][CH:36]=3)[CH:17]=2)=[CH:11][CH:12]=1. The yield is 0.320.